This data is from CYP2C9 inhibition data for predicting drug metabolism from PubChem BioAssay. The task is: Regression/Classification. Given a drug SMILES string, predict its absorption, distribution, metabolism, or excretion properties. Task type varies by dataset: regression for continuous measurements (e.g., permeability, clearance, half-life) or binary classification for categorical outcomes (e.g., BBB penetration, CYP inhibition). Dataset: cyp2c9_veith. (1) The drug is C=CC1=C[C@@H](O)[C@@H]2O[C@@H]2C12OCCCO2. The result is 0 (non-inhibitor). (2) The drug is Cc1cc2nc(CCN(C(=S)NCC(C)C)C3CCCC3)[nH]c2cc1C. The result is 1 (inhibitor). (3) The compound is Cn1c(SCC(=O)c2ccc3c(c2)Cc2ccccc2-3)nnc1-c1ccccc1. The result is 1 (inhibitor). (4) The drug is COc1ccc(-c2nc3cnc(Nc4ccccc4)nc3n(CCC#N)c2=O)cc1. The result is 0 (non-inhibitor). (5) The drug is Nc1ccccc1Nc1ccccc1. The result is 1 (inhibitor). (6) The drug is Cc1ccc(Oc2ccccc2/C=C2\SC(=O)N(C)C2=O)cc1. The result is 1 (inhibitor).